Task: Predict the reaction yield, written as a fraction of the theoretical maximum amount of product (1.0 means a 100% yield; for example, 0.34 means a 34% yield).. Dataset: Reaction yield outcomes from USPTO patents with 853,638 reactions (1) The reactants are Br[C:2]1[C:11]2[C:6](=[C:7]([F:12])[CH:8]=[CH:9][CH:10]=2)[CH:5]=[CH:4][CH:3]=1.[CH3:13][C:14]1([CH3:28])[CH2:19][O:18][B:17]([B:17]2[O:18][CH2:19][C:14]([CH3:28])([CH3:13])[CH2:15][O:16]2)[O:16][CH2:15]1.CC([O-])=O.[K+]. The catalyst is CN(C=O)C.C1C=CC(P(C2C=CC=CC=2)[C-]2C=CC=C2)=CC=1.C1C=CC(P(C2C=CC=CC=2)[C-]2C=CC=C2)=CC=1.Cl[Pd]Cl.[Fe+2]. The product is [F:12][C:7]1[CH:8]=[CH:9][CH:10]=[C:11]2[C:6]=1[CH:5]=[CH:4][CH:3]=[C:2]2[B:17]1[O:18][CH2:19][C:14]([CH3:28])([CH3:13])[CH2:15][O:16]1. The yield is 0.800. (2) The reactants are [Br:1][C:2]1[CH:18]=[CH:17][C:5]2[C:6]3[N:7]([CH:11]=[C:12]([C:14]([NH2:16])=O)[N:13]=3)[CH2:8][CH2:9][O:10][C:4]=2[CH:3]=1.[CH3:19]OC(OC)N(C)C.COCCOC.Cl.[CH:34]([NH:37][NH2:38])([CH3:36])[CH3:35]. The catalyst is C(O)(=O)C. The product is [Br:1][C:2]1[CH:18]=[CH:17][C:5]2[C:6]3[N:7]([CH:11]=[C:12]([C:14]4[N:37]([CH:34]([CH3:36])[CH3:35])[N:38]=[CH:19][N:16]=4)[N:13]=3)[CH2:8][CH2:9][O:10][C:4]=2[CH:3]=1. The yield is 0.390. (3) The reactants are [Cl:1][C:2]1[CH:17]=[CH:16][C:5]([CH2:6][N:7]2[C:12](=[O:13])[C:11]([Br:14])=[N:10][NH:9][C:8]2=[O:15])=[CH:4][CH:3]=1.[C:18]([NH:21][C:22]1[CH:23]=[C:24](B(O)O)[CH:25]=[CH:26][CH:27]=1)(=[O:20])[CH3:19].N1C=CC=CC=1.CC#N. The catalyst is CN(C=O)C.C([O-])(=O)C.[Cu+2].C([O-])(=O)C. The product is [Cl:1][C:2]1[CH:17]=[CH:16][C:5]([CH2:6][N:7]2[C:12](=[O:13])[C:11]([Br:14])=[N:10][N:9]([C:26]3[CH:27]=[C:22]([NH:21][C:18](=[O:20])[CH3:19])[CH:23]=[CH:24][CH:25]=3)[C:8]2=[O:15])=[CH:4][CH:3]=1. The yield is 0.620. (4) The reactants are [C:1]([O:5][C:6]([NH:8][CH:9]([CH2:14][C:15]1[CH:20]=[CH:19][CH:18]=[CH:17][C:16]=1[O:21][CH2:22][CH2:23][CH2:24][CH2:25][CH2:26][O:27][C:28]1[CH:33]=[C:32]([C:34]2[CH:39]=[CH:38][CH:37]=[CH:36][CH:35]=2)[CH:31]=[C:30]([C:40]2[CH:45]=[CH:44][CH:43]=[CH:42][CH:41]=2)[N:29]=1)[C:10]([O:12]C)=[O:11])=[O:7])([CH3:4])([CH3:3])[CH3:2].O.[OH-].[Li+]. The catalyst is C1COCC1. The product is [C:1]([O:5][C:6]([NH:8][CH:9]([CH2:14][C:15]1[CH:20]=[CH:19][CH:18]=[CH:17][C:16]=1[O:21][CH2:22][CH2:23][CH2:24][CH2:25][CH2:26][O:27][C:28]1[CH:33]=[C:32]([C:34]2[CH:39]=[CH:38][CH:37]=[CH:36][CH:35]=2)[CH:31]=[C:30]([C:40]2[CH:41]=[CH:42][CH:43]=[CH:44][CH:45]=2)[N:29]=1)[C:10]([OH:12])=[O:11])=[O:7])([CH3:4])([CH3:2])[CH3:3]. The yield is 0.880. (5) The reactants are [NH2:1][C:2]1([C:8]#[C:9][C:10]2[CH:15]=[CH:14][C:13]([C@@H:16]([N:18]3[CH2:23][CH2:22][C@:21]([CH2:30][C:31]([OH:34])([CH3:33])[CH3:32])([C:24]4[CH:29]=[CH:28][CH:27]=[CH:26][CH:25]=4)[O:20][C:19]3=[O:35])[CH3:17])=[CH:12][CH:11]=2)[CH2:7][CH2:6][CH2:5][CH2:4][CH2:3]1.CCN(C(C)C)C(C)C.[C:45](OC(=O)C)(=[O:47])[CH3:46]. The catalyst is C(Cl)Cl. The product is [OH:34][C:31]([CH3:32])([CH3:33])[CH2:30][C@@:21]1([C:24]2[CH:25]=[CH:26][CH:27]=[CH:28][CH:29]=2)[O:20][C:19](=[O:35])[N:18]([C@H:16]([C:13]2[CH:14]=[CH:15][C:10]([C:9]#[C:8][C:2]3([NH:1][C:45](=[O:47])[CH3:46])[CH2:3][CH2:4][CH2:5][CH2:6][CH2:7]3)=[CH:11][CH:12]=2)[CH3:17])[CH2:23][CH2:22]1. The yield is 0.470.